This data is from Forward reaction prediction with 1.9M reactions from USPTO patents (1976-2016). The task is: Predict the product of the given reaction. (1) Given the reactants [C:1]([O:5][C:6]([N:8]1[C:12]2=[C:13]([Cl:18])[N:14]=[CH:15][C:16](I)=[C:11]2[C:10]([CH3:19])=[CH:9]1)=[O:7])([CH3:4])([CH3:3])[CH3:2].C([Mg]Cl)(C)C.[C:25](=[O:27])=[O:26].[O-]S([O-])(=O)=O.[Ca+2], predict the reaction product. The product is: [C:1]([O:5][C:6]([N:8]1[C:12]2[C:13]([Cl:18])=[N:14][CH:15]=[C:16]([C:25]([OH:27])=[O:26])[C:11]=2[C:10]([CH3:19])=[CH:9]1)=[O:7])([CH3:4])([CH3:3])[CH3:2]. (2) Given the reactants [N+:1]([C:4]1[CH:9]=[CH:8][CH:7]=[CH:6][C:5]=1[C:10]1[NH:11][CH:12]=[C:13]([C:15]([F:18])([F:17])[F:16])[N:14]=1)([O-])=O, predict the reaction product. The product is: [F:18][C:15]([F:16])([F:17])[C:13]1[N:14]=[C:10]([C:5]2[CH:6]=[CH:7][CH:8]=[CH:9][C:4]=2[NH2:1])[NH:11][CH:12]=1.